Regression. Given a peptide amino acid sequence and an MHC pseudo amino acid sequence, predict their binding affinity value. This is MHC class I binding data. From a dataset of Peptide-MHC class I binding affinity with 185,985 pairs from IEDB/IMGT. (1) The MHC is HLA-B39:01 with pseudo-sequence HLA-B39:01. The peptide sequence is MKWMMAMKY. The binding affinity (normalized) is 0.0847. (2) The peptide sequence is SFNPETNIL. The MHC is HLA-A30:02 with pseudo-sequence HLA-A30:02. The binding affinity (normalized) is 0.339. (3) The peptide sequence is VTTQRQSVY. The MHC is HLA-A66:01 with pseudo-sequence HLA-A66:01. The binding affinity (normalized) is 0.213. (4) The peptide sequence is IVHVDHECF. The MHC is HLA-B08:02 with pseudo-sequence HLA-B08:02. The binding affinity (normalized) is 0.0847. (5) The peptide sequence is AISKLGINY. The MHC is HLA-A11:01 with pseudo-sequence HLA-A11:01. The binding affinity (normalized) is 0.714.